This data is from Full USPTO retrosynthesis dataset with 1.9M reactions from patents (1976-2016). The task is: Predict the reactants needed to synthesize the given product. (1) Given the product [CH3:10][CH2:9][CH2:8][CH2:7][CH2:6][CH2:5][CH2:4][CH2:3][CH2:2][CH2:1][C:14](=[O:13])[CH2:15][CH2:16][CH2:17][CH2:1][CH2:2][CH2:3][CH2:4]/[CH:5]=[CH:6]\[CH2:7]/[CH:8]=[CH:9]\[CH2:10][CH2:1][CH2:2][CH2:3][CH3:4], predict the reactants needed to synthesize it. The reactants are: [CH2:1]([Mg]Br)[CH2:2][CH2:3][CH2:4][CH2:5][CH2:6][CH2:7][CH2:8][CH2:9][CH3:10].[O:13]1[CH2:17][CH2:16][CH2:15][CH2:14]1. (2) Given the product [ClH:1].[NH:2]1[C:6]2[CH:7]=[CH:8][CH:9]=[CH:10][C:5]=2[N:4]=[C:3]1[C@H:11]([NH:21][C:33]([NH:32][C@H:30]1[CH2:31][C@@H:29]1[C:23]1[CH:28]=[CH:27][CH:26]=[CH:25][CH:24]=1)=[O:34])[CH2:12][C:13]1[CH:18]=[CH:17][C:16]([O:19][CH3:20])=[CH:15][CH:14]=1, predict the reactants needed to synthesize it. The reactants are: [ClH:1].[NH:2]1[C:6]2[CH:7]=[CH:8][CH:9]=[CH:10][C:5]=2[N:4]=[C:3]1[C@H:11]([NH2:21])[CH2:12][C:13]1[CH:18]=[CH:17][C:16]([O:19][CH3:20])=[CH:15][CH:14]=1.Cl.[C:23]1([C@H:29]2[CH2:31][C@@H:30]2[NH2:32])[CH:28]=[CH:27][CH:26]=[CH:25][CH:24]=1.[C:33](O)(C(F)(F)F)=[O:34]. (3) The reactants are: Br[CH2:2][C:3]1[CH:8]=[CH:7][C:6]([CH:9]([CH:15]([CH3:20])[C:16]([F:19])([F:18])[F:17])[C:10]([O:12][CH2:13][CH3:14])=[O:11])=[CH:5][CH:4]=1. Given the product [F:17][C:16]([F:19])([F:18])[CH:15]([CH3:20])[CH:9]([C:6]1[CH:7]=[CH:8][C:3]([CH2:2][C:16]([F:19])([F:18])[F:17])=[CH:4][CH:5]=1)[C:10]([O:12][CH2:13][CH3:14])=[O:11], predict the reactants needed to synthesize it.